Predict the reactants needed to synthesize the given product. From a dataset of Full USPTO retrosynthesis dataset with 1.9M reactions from patents (1976-2016). (1) Given the product [CH2:31]([O:30][C:28]([N:24]([CH2:23][C:14]1[CH:15]=[C:16]([C:19]([F:20])([F:22])[F:21])[CH:17]=[CH:18][C:13]=1[C:7]1[C:8]([O:11][CH3:12])=[CH:9][CH:10]=[C:5]([CH2:4][C:3]([OH:2])=[O:26])[CH:6]=1)[CH3:25])=[O:29])[C:32]1[CH:37]=[CH:36][CH:35]=[CH:34][CH:33]=1, predict the reactants needed to synthesize it. The reactants are: C[O:2][C:3](=[O:26])[CH2:4][C:5]1[CH:6]=[C:7]([C:13]2[CH:18]=[CH:17][C:16]([C:19]([F:22])([F:21])[F:20])=[CH:15][C:14]=2[CH2:23][NH:24][CH3:25])[C:8]([O:11][CH3:12])=[CH:9][CH:10]=1.Cl[C:28]([O:30][CH2:31][C:32]1[CH:37]=[CH:36][CH:35]=[CH:34][CH:33]=1)=[O:29]. (2) Given the product [I:35][C:6]1[CH:7]=[C:8]2[C:21](=[CH:22][CH:23]=1)[CH2:20][C@:10]1([C:18]3[C:13](=[N:14][CH:15]=[CH:16][CH:17]=3)[NH:12][C:11]1=[O:19])[CH2:9]2, predict the reactants needed to synthesize it. The reactants are: N([O-])=O.[Na+].N[C:6]1[CH:7]=[C:8]2[C:21](=[CH:22][CH:23]=1)[CH2:20][C@:10]1([C:18]3[C:13](=[N:14][CH:15]=[CH:16][CH:17]=3)[NH:12][C:11]1=[O:19])[CH2:9]2.C1(C)C=CC(S(O)(=O)=O)=CC=1.[I-:35].[K+].[OH-].[Na+].II.S([O-])([O-])(=O)=S.[Na+].[Na+].